Dataset: Full USPTO retrosynthesis dataset with 1.9M reactions from patents (1976-2016). Task: Predict the reactants needed to synthesize the given product. (1) Given the product [N:23]1([NH:22][C:19]([C:10]2[CH:9]=[N:8][C:7]([C:1]3[CH:2]=[CH:3][CH:4]=[CH:5][CH:6]=3)=[C:12]([C:13]3[CH:18]=[CH:17][CH:16]=[CH:15][CH:14]=3)[N:11]=2)=[O:20])[CH2:28][CH2:27][CH2:26][CH2:25][CH2:24]1, predict the reactants needed to synthesize it. The reactants are: [C:1]1([C:7]2[N:8]=[CH:9][C:10]([C:19](O)=[O:20])=[N:11][C:12]=2[C:13]2[CH:18]=[CH:17][CH:16]=[CH:15][CH:14]=2)[CH:6]=[CH:5][CH:4]=[CH:3][CH:2]=1.[NH2:22][N:23]1[CH2:28][CH2:27][CH2:26][CH2:25][CH2:24]1.C(Cl)CCl. (2) The reactants are: [OH:1][CH2:2][CH2:3][N:4]1[CH2:9][CH2:8][N:7]([CH2:10][CH2:11][N:12]2C(=O)C3C(=CC=CC=3)C2=O)[CH2:6][CH2:5]1.O.NN. Given the product [NH2:12][CH2:11][CH2:10][N:7]1[CH2:8][CH2:9][N:4]([CH2:3][CH2:2][OH:1])[CH2:5][CH2:6]1, predict the reactants needed to synthesize it. (3) Given the product [Cl:16][C:6]1[CH:5]=[N:4][CH:3]=[C:2]([Cl:1])[C:7]=1[O:8][C:9]1[CH:10]=[CH:11][C:12]([O:15][C:19](=[O:20])[N:18]([CH3:17])[C:22]2[CH:27]=[CH:26][CH:25]=[CH:24][CH:23]=2)=[CH:13][CH:14]=1, predict the reactants needed to synthesize it. The reactants are: [Cl:1][C:2]1[CH:3]=[N:4][CH:5]=[C:6]([Cl:16])[C:7]=1[O:8][C:9]1[CH:14]=[CH:13][C:12]([OH:15])=[CH:11][CH:10]=1.[CH3:17][N:18]([C:22]1[CH:27]=[CH:26][CH:25]=[CH:24][CH:23]=1)[C:19](Cl)=[O:20].